Dataset: Forward reaction prediction with 1.9M reactions from USPTO patents (1976-2016). Task: Predict the product of the given reaction. (1) Given the reactants C(=[N:8][N:9]1[C:19]2[C:14](=[CH:15][CH:16]=[CH:17][CH:18]=2)[C:12](=O)[C:10]1=[O:11])C1C=CC=CC=1.C(O)(=[O:22])C.Cl, predict the reaction product. The product is: [NH:9]1[C:19]2[C:14](=[CH:15][CH:16]=[CH:17][CH:18]=2)[C:12]([C:10]([OH:11])=[O:22])=[N:8]1. (2) The product is: [N:8]1[C:7]2[O:6][CH2:5][CH:4]([NH2:3])[C:12]=2[CH:11]=[CH:10][N:9]=1. Given the reactants CO[N:3]=[C:4]1[C:12]2[CH:11]=[CH:10][N:9]=[N:8][C:7]=2[O:6][CH2:5]1, predict the reaction product. (3) The product is: [Cl:31][C:30]1[C:23]([NH:22][C:2]2[CH:17]=[C:16]([NH:18][CH:19]([CH3:21])[CH3:20])[C:5]([C:6]([NH:8][CH2:9][C@@H:10]([F:15])[C:11]([OH:14])([CH3:13])[CH3:12])=[O:7])=[CH:4][N:3]=2)=[N:24][CH:25]=[C:26]([C:27]#[N:28])[CH:29]=1. Given the reactants Cl[C:2]1[CH:17]=[C:16]([NH:18][CH:19]([CH3:21])[CH3:20])[C:5]([C:6]([NH:8][CH2:9][C@@H:10]([F:15])[C:11]([OH:14])([CH3:13])[CH3:12])=[O:7])=[CH:4][N:3]=1.[NH2:22][C:23]1[C:30]([Cl:31])=[CH:29][C:26]([C:27]#[N:28])=[CH:25][N:24]=1.CC1(C)C2C(=C(P(C3C=CC=CC=3)C3C=CC=CC=3)C=CC=2)OC2C(P(C3C=CC=CC=3)C3C=CC=CC=3)=CC=CC1=2.C([O-])([O-])=O.[Na+].[Na+], predict the reaction product. (4) Given the reactants C(=O)([O-])[O-].[K+].[K+].[Cl:7][C:8]1[CH:9]=[C:10](B(O)O)[CH:11]=[CH:12][C:13]=1[Cl:14].[Cl:18][C:19]1[CH:24]=[C:23](Cl)[N:22]=[CH:21][N:20]=1, predict the reaction product. The product is: [Cl:18][C:19]1[CH:24]=[C:23]([C:10]2[CH:11]=[CH:12][C:13]([Cl:14])=[C:8]([Cl:7])[CH:9]=2)[N:22]=[CH:21][N:20]=1. (5) Given the reactants Cl[C:2]1[C:7]([N+:8]([O-:10])=[O:9])=[C:6]([Cl:11])[N:5]=[C:4]([CH2:12][C:13]2[CH:18]=[CH:17][C:16]([F:19])=[CH:15][CH:14]=2)[N:3]=1.[CH2:20]1[O:28][C:27]2[CH:26]=[CH:25][C:24](B(O)O)=[CH:23][C:22]=2[O:21]1.C(=O)([O-])[O-].[Na+].[Na+], predict the reaction product. The product is: [O:21]1[C:22]2[CH:23]=[CH:24][C:25]([C:2]3[C:7]([N+:8]([O-:10])=[O:9])=[C:6]([Cl:11])[N:5]=[C:4]([CH2:12][C:13]4[CH:18]=[CH:17][C:16]([F:19])=[CH:15][CH:14]=4)[N:3]=3)=[CH:26][C:27]=2[O:28][CH2:20]1. (6) The product is: [Cl:1][C:2]1[CH:3]=[CH:4][C:5]([C:8]2[C:13]3=[N:14][C:15]([C:18]([OH:20])=[O:32])=[CH:16][N:17]=[C:12]3[CH:11]=[N:10][CH:9]=2)=[CH:6][CH:7]=1. Given the reactants [Cl:1][C:2]1[CH:7]=[CH:6][C:5]([C:8]2[C:13]3=[N:14][C:15]([CH3:18])=[CH:16][N:17]=[C:12]3[CH:11]=[N:10][CH:9]=2)=[CH:4][CH:3]=1.[Se](=O)=[O:20].Cl([O-])=O.[Na+].P([O-])(O)(O)=O.[Na+].[OH2:32], predict the reaction product. (7) The product is: [Si:1]([O:8][C@H:9]1[CH2:18][C:17]2([CH2:21][CH2:20][CH2:19]2)[CH2:16][C:15]2[N:14]=[C:13]([CH:22]([CH3:24])[CH3:23])[C:12]([C@H:25]([C:34]3[CH:39]=[CH:38][C:37]([C:40]([F:43])([F:42])[F:41])=[CH:36][C:35]=3[F:44])[OH:26])=[C:11]([C:27]3[CH2:28][CH2:29][O:30][CH2:31][CH:32]=3)[C:10]1=2)([C:4]([CH3:6])([CH3:7])[CH3:5])([CH3:2])[CH3:3]. Given the reactants [Si:1]([O:8][C@H:9]1[CH2:18][C:17]2([CH2:21][CH2:20][CH2:19]2)[CH2:16][C:15]2[N:14]=[C:13]([CH:22]([CH3:24])[CH3:23])[C:12]([CH:25]=[O:26])=[C:11]([C:27]3[CH2:28][CH2:29][O:30][CH2:31][CH:32]=3)[C:10]1=2)([C:4]([CH3:7])([CH3:6])[CH3:5])([CH3:3])[CH3:2].Br[C:34]1[CH:39]=[CH:38][C:37]([C:40]([F:43])([F:42])[F:41])=[CH:36][C:35]=1[F:44], predict the reaction product.